Task: Regression. Given two drug SMILES strings and cell line genomic features, predict the synergy score measuring deviation from expected non-interaction effect.. Dataset: NCI-60 drug combinations with 297,098 pairs across 59 cell lines (1) Synergy scores: CSS=11.7, Synergy_ZIP=-5.18, Synergy_Bliss=3.17, Synergy_Loewe=-2.40, Synergy_HSA=3.07. Cell line: SK-OV-3. Drug 2: CCN(CC)CCCC(C)NC1=C2C=C(C=CC2=NC3=C1C=CC(=C3)Cl)OC. Drug 1: CCN(CC)CCNC(=O)C1=C(NC(=C1C)C=C2C3=C(C=CC(=C3)F)NC2=O)C. (2) Drug 1: CCCCCOC(=O)NC1=NC(=O)N(C=C1F)C2C(C(C(O2)C)O)O. Drug 2: CC1CCC2CC(C(=CC=CC=CC(CC(C(=O)C(C(C(=CC(C(=O)CC(OC(=O)C3CCCCN3C(=O)C(=O)C1(O2)O)C(C)CC4CCC(C(C4)OC)OCCO)C)C)O)OC)C)C)C)OC. Cell line: SF-539. Synergy scores: CSS=7.27, Synergy_ZIP=-1.05, Synergy_Bliss=-0.677, Synergy_Loewe=-0.410, Synergy_HSA=-2.03. (3) Drug 1: C1C(C(OC1N2C=NC3=C(N=C(N=C32)Cl)N)CO)O. Drug 2: B(C(CC(C)C)NC(=O)C(CC1=CC=CC=C1)NC(=O)C2=NC=CN=C2)(O)O. Cell line: A549. Synergy scores: CSS=52.3, Synergy_ZIP=-8.65, Synergy_Bliss=-9.73, Synergy_Loewe=-14.7, Synergy_HSA=-7.94. (4) Drug 1: CC1C(C(CC(O1)OC2CC(OC(C2O)C)OC3=CC4=CC5=C(C(=O)C(C(C5)C(C(=O)C(C(C)O)O)OC)OC6CC(C(C(O6)C)O)OC7CC(C(C(O7)C)O)OC8CC(C(C(O8)C)O)(C)O)C(=C4C(=C3C)O)O)O)O. Drug 2: C(CN)CNCCSP(=O)(O)O. Synergy scores: CSS=9.83, Synergy_ZIP=-2.71, Synergy_Bliss=-5.45, Synergy_Loewe=-65.5, Synergy_HSA=-7.30. Cell line: LOX IMVI. (5) Drug 1: CCCS(=O)(=O)NC1=C(C(=C(C=C1)F)C(=O)C2=CNC3=C2C=C(C=N3)C4=CC=C(C=C4)Cl)F. Drug 2: C1CCC(C1)C(CC#N)N2C=C(C=N2)C3=C4C=CNC4=NC=N3. Cell line: SF-268. Synergy scores: CSS=-2.60, Synergy_ZIP=3.06, Synergy_Bliss=5.05, Synergy_Loewe=-36.8, Synergy_HSA=-0.531.